Dataset: NCI-60 drug combinations with 297,098 pairs across 59 cell lines. Task: Regression. Given two drug SMILES strings and cell line genomic features, predict the synergy score measuring deviation from expected non-interaction effect. (1) Drug 1: C1=CC(=C2C(=C1NCCNCCO)C(=O)C3=C(C=CC(=C3C2=O)O)O)NCCNCCO. Drug 2: CC1=C2C(C(=O)C3(C(CC4C(C3C(C(C2(C)C)(CC1OC(=O)C(C(C5=CC=CC=C5)NC(=O)C6=CC=CC=C6)O)O)OC(=O)C7=CC=CC=C7)(CO4)OC(=O)C)O)C)OC(=O)C. Cell line: COLO 205. Synergy scores: CSS=53.1, Synergy_ZIP=5.03, Synergy_Bliss=3.45, Synergy_Loewe=0.426, Synergy_HSA=5.03. (2) Synergy scores: CSS=-0.947, Synergy_ZIP=0.412, Synergy_Bliss=-0.921, Synergy_Loewe=-6.63, Synergy_HSA=-3.64. Cell line: NCI-H226. Drug 2: CC1CCCC2(C(O2)CC(NC(=O)CC(C(C(=O)C(C1O)C)(C)C)O)C(=CC3=CSC(=N3)C)C)C. Drug 1: CN(C)C1=NC(=NC(=N1)N(C)C)N(C)C. (3) Drug 1: C1=C(C(=O)NC(=O)N1)N(CCCl)CCCl. Drug 2: C1CCC(C(C1)N)N.C(=O)(C(=O)[O-])[O-].[Pt+4]. Cell line: DU-145. Synergy scores: CSS=31.0, Synergy_ZIP=-0.702, Synergy_Bliss=4.06, Synergy_Loewe=3.88, Synergy_HSA=3.88. (4) Drug 1: C1=CN(C=N1)CC(O)(P(=O)(O)O)P(=O)(O)O. Drug 2: C(CCl)NC(=O)N(CCCl)N=O. Cell line: CAKI-1. Synergy scores: CSS=7.20, Synergy_ZIP=-1.29, Synergy_Bliss=2.26, Synergy_Loewe=1.96, Synergy_HSA=2.13.